From a dataset of Drug-target binding data from BindingDB using IC50 measurements. Regression. Given a target protein amino acid sequence and a drug SMILES string, predict the binding affinity score between them. We predict pIC50 (pIC50 = -log10(IC50 in M); higher means more potent). Dataset: bindingdb_ic50. The pIC50 is 6.3. The target protein (P35499) has sequence MARPSLCTLVPLGPECLRPFTRESLAAIEQRAVEEEARLQRNKQMEIEEPERKPRSDLEAGKNLPMIYGDPPPEVIGIPLEDLDPYYSNKKTFIVLNKGKAIFRFSATPALYLLSPFSVVRRGAIKVLIHALFSMFIMITILTNCVFMTMSDPPPWSKNVEYTFTGIYTFESLIKILARGFCVDDFTFLRDPWNWLDFSVIMMAYLTEFVDLGNISALRTFRVLRALKTITVIPGLKTIVGALIQSVKKLSDVMILTVFCLSVFALVGLQLFMGNLRQKCVRWPPPFNDTNTTWYSNDTWYGNDTWYGNEMWYGNDSWYANDTWNSHASWATNDTFDWDAYISDEGNFYFLEGSNDALLCGNSSDAGHCPEGYECIKTGRNPNYGYTSYDTFSWAFLALFRLMTQDYWENLFQLTLRAAGKTYMIFFVVIIFLGSFYLINLILAVVAMAYAEQNEATLAEDKEKEEEFQQMLEKFKKHQEELEKAKAAQALEGGEADGDP.... The drug is CC[C@H](C)[C@@H]1NC(=O)[C@@H]2CSSC[C@@H]3NC(=O)[C@H](C(C)C)NC(=O)[C@H](CC(C)C)NC(=O)[C@H](CC(N)=O)NC(=O)[C@@H]4CCCN4C(=O)[C@H](CCCNC(=N)N)NC(=O)[C@H](CSSC[C@H](NC(=O)[C@@H](N)CC(=O)O)C(=O)N[C@@H](CC(C)C)C(=O)NCC(=O)N[C@@H](C)C(=O)N[C@@H](Cc4cccc5ccccc45)C(=O)N[C@@H](CCCNC(=N)N)C(=O)N[C@@H](CCCCN)C(=O)N2)NC(=O)[C@H](CSSC[C@@H](C(=O)N[C@@H](CCCCN)C(=O)N[C@@H](Cc2ccc(O)cc2)C(=O)N[C@H](C(=O)N[C@@H](Cc2ccccc2)C(N)=O)C(C)C)NC(=O)[C@H](Cc2c[nH]c4ccccc24)NC(=O)[C@H](CCCCN)NC(=O)[C@H](Cc2cnc[nH]2)NC(=O)[C@H]([C@@H](C)O)NC(=O)[C@H](CCCNC(=N)N)NC(=O)[C@H](CO)NC3=O)NC(=O)[C@H](CCCCN)NC(=O)[C@H](CC(=O)O)NC(=O)[C@H](CC(N)=O)NC(=O)[C@H](CC(=O)O)NC(=O)[C@@H]2CCCN2C1=O.